Task: Predict the reactants needed to synthesize the given product.. Dataset: Full USPTO retrosynthesis dataset with 1.9M reactions from patents (1976-2016) (1) Given the product [N:11]1([C:14]2[CH:15]=[CH:16][C:17]([NH:18][C:2](=[O:7])[C:3]([O:5][CH3:6])=[O:4])=[CH:19][CH:20]=2)[CH2:10][CH2:9][O:8][CH2:13][CH2:12]1, predict the reactants needed to synthesize it. The reactants are: Cl[C:2](=[O:7])[C:3]([O:5][CH3:6])=[O:4].[O:8]1[CH2:13][CH2:12][N:11]([C:14]2[CH:20]=[CH:19][C:17]([NH2:18])=[CH:16][CH:15]=2)[CH2:10][CH2:9]1.C(N(C(C)C)C(C)C)C. (2) Given the product [F:1][C:2]1[CH:3]=[CH:4][C:5]([CH:8]2[C:9](=[O:14])[NH:10][CH2:11][CH2:12][N:13]2[C:20]([O:19][C:16]([CH3:18])([CH3:17])[CH3:15])=[O:21])=[CH:6][CH:7]=1, predict the reactants needed to synthesize it. The reactants are: [F:1][C:2]1[CH:7]=[CH:6][C:5]([CH:8]2[NH:13][CH2:12][CH2:11][NH:10][C:9]2=[O:14])=[CH:4][CH:3]=1.[CH3:15][C:16]([O:19][C:20](O[C:20]([O:19][C:16]([CH3:18])([CH3:17])[CH3:15])=[O:21])=[O:21])([CH3:18])[CH3:17].[OH-].[Na+]. (3) Given the product [C:4]([O:3][C:1](=[O:2])[NH:8][CH2:9][C:10]([F:15])=[O:12])([CH3:7])([CH3:6])[CH3:5], predict the reactants needed to synthesize it. The reactants are: [C:1]([NH:8][CH2:9][C:10]([OH:12])=O)([O:3][C:4]([CH3:7])([CH3:6])[CH3:5])=[O:2].N1C(F)=NC(F)=NC=1[F:15].N1C=CC=CC=1. (4) Given the product [CH2:7]([O:14][CH2:15][CH2:16][CH:17]1[CH2:19][CH2:2][O:18]1)[C:8]1[CH:9]=[CH:10][CH:11]=[CH:12][CH:13]=1, predict the reactants needed to synthesize it. The reactants are: [I-].[CH3:2][S+](C)(C)=O.[CH2:7]([O:14][CH2:15][CH2:16][CH:17]1[CH2:19][O:18]1)[C:8]1[CH:13]=[CH:12][CH:11]=[CH:10][CH:9]=1. (5) The reactants are: [OH:1][CH:2]1[CH2:5][N:4]([C:6]([N:8]2[CH2:13][CH:12]([C:14]3[CH:19]=[CH:18][C:17]([C:20]([F:23])([F:22])[F:21])=[CH:16][CH:15]=3)[CH2:11][CH:10]([C:24](O)=[O:25])[CH2:9]2)=[O:7])[CH2:3]1.[CH2:27]([O:29][CH2:30][CH2:31][C:32](=[N:34]O)[NH2:33])[CH3:28]. Given the product [CH2:27]([O:29][CH2:30][CH2:31][C:32]1[N:34]=[C:24]([CH:10]2[CH2:11][CH:12]([C:14]3[CH:15]=[CH:16][C:17]([C:20]([F:23])([F:21])[F:22])=[CH:18][CH:19]=3)[CH2:13][N:8]([C:6]([N:4]3[CH2:5][CH:2]([OH:1])[CH2:3]3)=[O:7])[CH2:9]2)[O:25][N:33]=1)[CH3:28], predict the reactants needed to synthesize it. (6) Given the product [F:21][C:2]([F:1])([C:11]1[CH:16]=[CH:15][C:14]([C:17]([F:18])([F:19])[F:20])=[CH:13][N:12]=1)[CH2:3][N:4]1[CH2:5][CH2:6][CH:7]([NH:10][C:23]2[C:24]3[CH:31]=[CH:30][NH:29][C:25]=3[N:26]=[CH:27][N:28]=2)[CH2:8][CH2:9]1, predict the reactants needed to synthesize it. The reactants are: [F:1][C:2]([F:21])([C:11]1[CH:16]=[CH:15][C:14]([C:17]([F:20])([F:19])[F:18])=[CH:13][N:12]=1)[CH2:3][N:4]1[CH2:9][CH2:8][CH:7]([NH2:10])[CH2:6][CH2:5]1.Cl[C:23]1[C:24]2[CH:31]=[CH:30][NH:29][C:25]=2[N:26]=[CH:27][N:28]=1.CCN(C(C)C)C(C)C. (7) Given the product [Cl:14][C:15]1[CH:23]=[C:22]2[C:18]([C:19]([C:24]([N:11]3[CH2:12][CH2:13][N:8]([C:3]4[CH:4]=[CH:5][CH:6]=[CH:7][C:2]=4[F:1])[CH2:9][CH2:10]3)=[O:25])=[CH:20][NH:21]2)=[CH:17][CH:16]=1, predict the reactants needed to synthesize it. The reactants are: [F:1][C:2]1[CH:7]=[CH:6][CH:5]=[CH:4][C:3]=1[N:8]1[CH2:13][CH2:12][NH:11][CH2:10][CH2:9]1.[Cl:14][C:15]1[CH:23]=[C:22]2[C:18]([C:19]([C:24](O)=[O:25])=[CH:20][NH:21]2)=[CH:17][CH:16]=1. (8) Given the product [N:1]1[CH:2]=[CH:3][C:4]([CH2:7][NH:8][C:9]([C:11]2[NH:12][C:13]([CH3:31])=[C:14]([C:16]3[CH:17]=[C:18]4[C:22](=[CH:23][CH:24]=3)[NH:21][C:20]([C:25]3[O:29][N:28]=[C:27]([CH3:30])[N:26]=3)=[CH:19]4)[N:15]=2)=[O:10])=[CH:5][CH:6]=1, predict the reactants needed to synthesize it. The reactants are: [N:1]1[CH:6]=[CH:5][C:4]([CH2:7][NH:8][C:9]([C:11]2[N:12](COCC[Si](C)(C)C)[C:13]([CH3:31])=[C:14]([C:16]3[CH:17]=[C:18]4[C:22](=[CH:23][CH:24]=3)[NH:21][C:20]([C:25]3[O:29][N:28]=[C:27]([CH3:30])[N:26]=3)=[CH:19]4)[N:15]=2)=[O:10])=[CH:3][CH:2]=1.Cl.C([O-])(O)=O.[Na+].[OH-].[Na+]. (9) Given the product [F:16][C:8]([F:17])([C:9]1[CH:14]=[CH:13][C:12]([CH3:15])=[CH:11][CH:10]=1)[CH2:7][N:20]1[CH2:21][CH2:22][CH:23]([NH:26][C:27](=[O:33])[O:28][C:29]([CH3:31])([CH3:30])[CH3:32])[CH2:24][CH2:25]1, predict the reactants needed to synthesize it. The reactants are: FC(F)(F)S(O[CH2:7][C:8]([F:17])([F:16])[C:9]1[CH:14]=[CH:13][C:12]([CH3:15])=[CH:11][CH:10]=1)(=O)=O.[NH:20]1[CH2:25][CH2:24][CH:23]([NH:26][C:27](=[O:33])[O:28][C:29]([CH3:32])([CH3:31])[CH3:30])[CH2:22][CH2:21]1.CCN(C(C)C)C(C)C.